This data is from Reaction yield outcomes from USPTO patents with 853,638 reactions. The task is: Predict the reaction yield, written as a fraction of the theoretical maximum amount of product (1.0 means a 100% yield; for example, 0.34 means a 34% yield). (1) The yield is 0.560. The reactants are [O:1]=[C:2]1[C:10]2[C:5](=[CH:6][CH:7]=[CH:8][C:9]=2[C:11]#[C:12][C:13]2[C:18]([C:19]([F:22])([F:21])[F:20])=[CH:17][N:16]=[C:15]([NH:23][C:24]3[CH:29]=[CH:28][C:27]([N:30]4[CH2:35][CH2:34][N:33]([C:36]([O:38][C:39]([CH3:42])([CH3:41])[CH3:40])=[O:37])[CH2:32][CH2:31]4)=[CH:26][CH:25]=3)[N:14]=2)[CH2:4][NH:3]1.[H][H].CO. The catalyst is CN(C=O)C.[OH-].[OH-].[Pd+2].CCOC(C)=O. The product is [O:1]=[C:2]1[C:10]2[C:5](=[CH:6][CH:7]=[CH:8][C:9]=2[CH2:11][CH2:12][C:13]2[C:18]([C:19]([F:20])([F:21])[F:22])=[CH:17][N:16]=[C:15]([NH:23][C:24]3[CH:25]=[CH:26][C:27]([N:30]4[CH2:31][CH2:32][N:33]([C:36]([O:38][C:39]([CH3:42])([CH3:41])[CH3:40])=[O:37])[CH2:34][CH2:35]4)=[CH:28][CH:29]=3)[N:14]=2)[CH2:4][NH:3]1. (2) The reactants are Br[C:2]1[CH:8]=[CH:7][C:5]([NH2:6])=[C:4]([CH3:9])[CH:3]=1.[CH3:10][PH:11](=[O:13])[CH3:12].P([O-])([O-])([O-])=O.[K+].[K+].[K+]. The catalyst is CN(C=O)C.C([O-])(=O)C.[Pd+2].C([O-])(=O)C.CC1(C)C2C(=C(P(C3C=CC=CC=3)C3C=CC=CC=3)C=CC=2)OC2C(P(C3C=CC=CC=3)C3C=CC=CC=3)=CC=CC1=2. The product is [CH3:10][P:11]([C:2]1[CH:8]=[CH:7][C:5]([NH2:6])=[C:4]([CH3:9])[CH:3]=1)([CH3:12])=[O:13]. The yield is 0.850. (3) The catalyst is C1COCC1.C(Cl)Cl. The reactants are O1[C:5]2([CH2:10][CH2:9][C:8]([C:11]3[S:15][C:14]([C:16]([OH:18])=[O:17])=[C:13]([N:19]([C@H:29]4[CH2:34][CH2:33][C@H:32]([OH:35])[CH2:31][CH2:30]4)[C:20]([C@H:22]4[CH2:27][CH2:26][C@H:25]([CH3:28])[CH2:24][CH2:23]4)=[O:21])[CH:12]=3)=[CH:7][CH2:6]2)[O:4]CC1.Cl. The yield is 0.710. The product is [OH:35][C@H:32]1[CH2:33][CH2:34][C@H:29]([N:19]([C:20]([C@H:22]2[CH2:23][CH2:24][C@H:25]([CH3:28])[CH2:26][CH2:27]2)=[O:21])[C:13]2[CH:12]=[C:11]([C:8]3[CH2:9][CH2:10][C:5](=[O:4])[CH2:6][CH:7]=3)[S:15][C:14]=2[C:16]([OH:18])=[O:17])[CH2:30][CH2:31]1. (4) The yield is 0.530. The reactants are [N:1]1([C:7]2[N:12]=[C:11]([N:13]3[CH:18]4[CH2:19][CH2:20][CH:14]3[CH2:15][O:16][CH2:17]4)[N:10]=[C:9]([C:21]3[CH:27]=[CH:26][C:24]([NH2:25])=[CH:23][CH:22]=3)[N:8]=2)[CH2:6][CH2:5][O:4][CH2:3][CH2:2]1.ClC(Cl)(O[C:32](=[O:38])OC(Cl)(Cl)Cl)Cl.[CH2:40]([CH2:42][NH2:43])[OH:41]. The product is [OH:41][CH2:40][CH2:42][NH:43][C:32]([NH:25][C:24]1[CH:26]=[CH:27][C:21]([C:9]2[N:8]=[C:7]([N:1]3[CH2:2][CH2:3][O:4][CH2:5][CH2:6]3)[N:12]=[C:11]([N:13]3[CH:14]4[CH2:20][CH2:19][CH:18]3[CH2:17][O:16][CH2:15]4)[N:10]=2)=[CH:22][CH:23]=1)=[O:38]. No catalyst specified. (5) The reactants are [N+:1]([C:4]1[CH:5]=[C:6]([C:10]2[CH:15]=[CH:14][N:13]=[CH:12][CH:11]=2)[CH:7]=[CH:8][CH:9]=1)([O-])=O. The catalyst is CO.[Pd]. The product is [N:13]1[CH:14]=[CH:15][C:10]([C:6]2[CH:5]=[C:4]([NH2:1])[CH:9]=[CH:8][CH:7]=2)=[CH:11][CH:12]=1. The yield is 1.00. (6) The yield is 0.340. The product is [C:4]1([CH:22]=[CH:23][C:14]([NH:15][C:16]2[CH:21]=[CH:20][CH:19]=[CH:18][C:17]=2[C:24]([F:25])([F:26])[F:27])=[O:29])[CH:12]=[CH:10][CH:1]=[CH:2][CH:3]=1. The reactants are [CH2:1]([Li])[CH2:2][CH2:3][CH3:4].C(N[CH:10]([CH3:12])C)(C)C.Cl[C:14]1[CH:23]=[CH:22][C:21]2[C:16](=[C:17]([C:24]([F:27])([F:26])[F:25])[CH:18]=[CH:19][CH:20]=2)[N:15]=1.C(OCC)=[O:29]. The catalyst is C1COCC1. (7) The reactants are Br[CH2:2][C:3]([C:5]1[CH:10]=[CH:9][C:8]([F:11])=[CH:7][CH:6]=1)=O.[N:12]1[CH:17]=[CH:16][CH:15]=[CH:14][C:13]=1[NH2:18]. The catalyst is C(O)C. The product is [F:11][C:8]1[CH:9]=[CH:10][C:5]([C:3]2[N:18]=[C:13]3[CH:14]=[CH:15][CH:16]=[CH:17][N:12]3[CH:2]=2)=[CH:6][CH:7]=1. The yield is 0.670. (8) The reactants are [CH:1]1[C:14]2[C:15]3=[C:16]4[C:11](=[CH:12][CH:13]=2)[CH:10]=[CH:9][CH:8]=[C:7]4[CH:6]=[CH:5][C:4]3=[CH:3][CH:2]=1.[C:17](Cl)([CH3:20])([CH3:19])[CH3:18].ClCCl.[Cl-].[Al+3].[Cl-].[Cl-]. The catalyst is O. The product is [C:17]([C:9]1[CH:10]=[C:11]2[C:16]3=[C:15]4[C:4]([CH:3]=[CH:2][CH:1]=[C:14]4[CH:13]=[CH:12]2)=[CH:5][CH:6]=[C:7]3[CH:8]=1)([CH3:20])([CH3:19])[CH3:18]. The yield is 0.650. (9) The reactants are [F:1][C:2]([F:23])([F:22])[CH:3]([C:16]1[CH:17]=[N:18][CH:19]=[CH:20][CH:21]=1)[O:4][C:5]1[N:10]=[C:9]2[CH:11]=[N:12][CH:13]=[CH:14][C:8]2=[N:7][C:6]=1[NH2:15].[CH2:24]([S:27](Cl)(=[O:29])=[O:28])[CH2:25][CH3:26].[H-].[Na+].O. The catalyst is C1COCC1.C(OCC)(=O)C. The product is [F:23][C:2]([F:1])([F:22])[CH:3]([C:16]1[CH:17]=[N:18][CH:19]=[CH:20][CH:21]=1)[O:4][C:5]1[N:10]=[C:9]2[CH:11]=[N:12][CH:13]=[CH:14][C:8]2=[N:7][C:6]=1[NH:15][S:27]([CH2:24][CH2:25][CH3:26])(=[O:29])=[O:28]. The yield is 0.300.